Dataset: Forward reaction prediction with 1.9M reactions from USPTO patents (1976-2016). Task: Predict the product of the given reaction. (1) Given the reactants [CH:1]1[C:10]2[CH:9]=[CH:8][CH:7]=[C:6]([S:11]([N:14]3[CH2:20][CH2:19][CH2:18][NH:17][CH2:16][CH2:15]3)(=[O:13])=[O:12])[C:5]=2[CH:4]=[CH:3][N:2]=1.[C:21]([O:25][C:26]([NH:28][CH2:29][C:30](O)=[O:31])=[O:27])([CH3:24])([CH3:23])[CH3:22], predict the reaction product. The product is: [C:21]([O:25][C:26]([NH:28][CH2:29][C:30]([N:17]1[CH2:18][CH2:19][CH2:20][N:14]([S:11]([C:6]2[C:5]3[CH:4]=[CH:3][N:2]=[CH:1][C:10]=3[CH:9]=[CH:8][CH:7]=2)(=[O:12])=[O:13])[CH2:15][CH2:16]1)=[O:31])=[O:27])([CH3:24])([CH3:23])[CH3:22]. (2) Given the reactants [N:1]1[C:6]2[CH:7]=[CH:8][NH:9][C:10](=[O:11])[C:5]=2[CH:4]=[N:3][CH:2]=1.C1C(=O)N([Br:19])C(=O)C1, predict the reaction product. The product is: [Br:19][C:7]1[C:6]2[N:1]=[CH:2][N:3]=[CH:4][C:5]=2[C:10](=[O:11])[NH:9][CH:8]=1. (3) Given the reactants [NH2:1]/[CH:2]=[C:3](\[N:7]([CH:13]([CH3:15])[CH3:14])[C:8]([CH:10]1[CH2:12][CH2:11]1)=O)/[C:4](=[O:6])[CH3:5].[OH-].[Na+], predict the reaction product. The product is: [CH:10]1([C:8]2[N:7]([CH:13]([CH3:15])[CH3:14])[C:3]([C:4](=[O:6])[CH3:5])=[CH:2][N:1]=2)[CH2:12][CH2:11]1.